Dataset: Merck oncology drug combination screen with 23,052 pairs across 39 cell lines. Task: Regression. Given two drug SMILES strings and cell line genomic features, predict the synergy score measuring deviation from expected non-interaction effect. (1) Drug 1: O=C(NOCC(O)CO)c1ccc(F)c(F)c1Nc1ccc(I)cc1F. Drug 2: Cn1cc(-c2cnn3c(N)c(Br)c(C4CCCNC4)nc23)cn1. Cell line: NCIH520. Synergy scores: synergy=-17.2. (2) Drug 1: COc1cc(C2c3cc4c(cc3C(OC3OC5COC(C)OC5C(O)C3O)C3COC(=O)C23)OCO4)cc(OC)c1O. Drug 2: COC1CC2CCC(C)C(O)(O2)C(=O)C(=O)N2CCCCC2C(=O)OC(C(C)CC2CCC(OP(C)(C)=O)C(OC)C2)CC(=O)C(C)C=C(C)C(O)C(OC)C(=O)C(C)CC(C)C=CC=CC=C1C. Cell line: SKOV3. Synergy scores: synergy=11.5. (3) Synergy scores: synergy=-10.6. Cell line: KPL1. Drug 2: CC1(c2nc3c(C(N)=O)cccc3[nH]2)CCCN1. Drug 1: O=P1(N(CCCl)CCCl)NCCCO1. (4) Drug 1: CN(Cc1cnc2nc(N)nc(N)c2n1)c1ccc(C(=O)NC(CCC(=O)O)C(=O)O)cc1. Synergy scores: synergy=11.4. Cell line: OV90. Drug 2: Cn1cc(-c2cnn3c(N)c(Br)c(C4CCCNC4)nc23)cn1. (5) Drug 1: COc1cccc2c1C(=O)c1c(O)c3c(c(O)c1C2=O)CC(O)(C(=O)CO)CC3OC1CC(N)C(O)C(C)O1. Drug 2: Cc1nc(Nc2ncc(C(=O)Nc3c(C)cccc3Cl)s2)cc(N2CCN(CCO)CC2)n1. Cell line: HT29. Synergy scores: synergy=24.3. (6) Drug 1: C=CCn1c(=O)c2cnc(Nc3ccc(N4CCN(C)CC4)cc3)nc2n1-c1cccc(C(C)(C)O)n1. Drug 2: CNC(=O)c1cc(Oc2ccc(NC(=O)Nc3ccc(Cl)c(C(F)(F)F)c3)cc2)ccn1. Cell line: RPMI7951. Synergy scores: synergy=-4.94.